Dataset: Forward reaction prediction with 1.9M reactions from USPTO patents (1976-2016). Task: Predict the product of the given reaction. (1) Given the reactants [NH2:1][C:2]1[CH:7]=[N:6][C:5]([C:8]#[N:9])=[CH:4][N:3]=1.N1C=CC=CC=1.[C:16]1([O:22][C:23](Cl)=[O:24])[CH:21]=[CH:20][CH:19]=[CH:18][CH:17]=1.O, predict the reaction product. The product is: [C:16]1([O:22][C:23](=[O:24])[NH:1][C:2]2[CH:7]=[N:6][C:5]([C:8]#[N:9])=[CH:4][N:3]=2)[CH:21]=[CH:20][CH:19]=[CH:18][CH:17]=1. (2) Given the reactants Br[C@H:2]1[C@@H:6]([CH2:7][F:8])[O:5][C@@H:4]([N:9]2[CH:17]=[N:16][C:15]3[C:10]2=[N:11][C:12]([O:19][CH:20]2[CH2:24][CH2:23][CH2:22][CH2:21]2)=[N:13][C:14]=3[NH2:18])[C@@H:3]1[OH:25].[CH:26]([N:29]=[C:30]=[O:31])([CH3:28])[CH3:27].C(N(CC)CC)C, predict the reaction product. The product is: [NH2:18][C:14]1[N:13]=[C:12]([O:19][CH:20]2[CH2:24][CH2:23][CH2:22][CH2:21]2)[N:11]=[C:10]2[C:15]=1[N:16]=[CH:17][N:9]2[C@H:4]1[C@H:3]2[C@H:2]([N:29]([CH:26]([CH3:28])[CH3:27])[C:30](=[O:31])[O:25]2)[C@@H:6]([CH2:7][F:8])[O:5]1. (3) Given the reactants Cl[C:2]1[C:11]2[C:6](=[CH:7][C:8]([O:14][CH3:15])=[C:9]([O:12][CH3:13])[CH:10]=2)[N:5]=[CH:4][CH:3]=1.C([O:18][C:19]1[C:20](=[CH:24][C:25]([O:28][CH3:29])=[CH:26][CH:27]=1)[C:21]([OH:23])=[O:22])C.O.Cl[C:32]1C=CC=C[C:33]=1Cl, predict the reaction product. The product is: [CH3:13][O:12][C:9]1[CH:10]=[C:11]2[C:6](=[CH:7][C:8]=1[O:14][CH3:15])[N:5]=[CH:4][CH:3]=[C:2]2[O:18][C:19]1[CH:27]=[CH:26][C:25]([O:28][CH3:29])=[CH:24][C:20]=1[C:21]([O:23][CH2:32][CH3:33])=[O:22]. (4) Given the reactants Cl[C:2]1[N:3]=[C:4]([N:15]2[CH2:20][CH2:19][O:18][CH2:17][CH2:16]2)[C:5]2[O:10][C:9]3[CH:11]=[CH:12][CH:13]=[CH:14][C:8]=3[C:6]=2[N:7]=1.[NH2:21][C:22]1[CH:27]=[CH:26][C:25](B2OC(C)(C)C(C)(C)O2)=[CH:24][N:23]=1, predict the reaction product. The product is: [O:18]1[CH2:19][CH2:20][N:15]([C:4]2[C:5]3[O:10][C:9]4[CH:11]=[CH:12][CH:13]=[CH:14][C:8]=4[C:6]=3[N:7]=[C:2]([C:25]3[CH:26]=[CH:27][C:22]([NH2:21])=[N:23][CH:24]=3)[N:3]=2)[CH2:16][CH2:17]1. (5) Given the reactants C(OC1C=CN([CH2:15][C:16]([C:18]2[CH:23]=[CH:22][C:21]([CH2:24][OH:25])=[CH:20][CH:19]=2)=[O:17])C(=O)C=1)C1C=CC=CC=1.[F:27][C:28]1[CH:29]=[CH:30][C:31]([CH2:34][O:35][C:36]2[CH:41]=[N:40][NH:39][C:38](=[O:42])[CH:37]=2)=[N:32][CH:33]=1.BrCC(C1C=CC(CO)=CC=1)=O, predict the reaction product. The product is: [F:27][C:28]1[CH:29]=[CH:30][C:31]([CH2:34][O:35][C:36]2[CH:41]=[N:40][N:39]([CH2:15][C:16]([C:18]3[CH:23]=[CH:22][C:21]([CH2:24][OH:25])=[CH:20][CH:19]=3)=[O:17])[C:38](=[O:42])[CH:37]=2)=[N:32][CH:33]=1. (6) Given the reactants C([O:5][C:6]([C:8]1([CH2:11][C:12]#[C:13][Si:14]([CH3:17])([CH3:16])[CH3:15])[CH2:10][CH2:9]1)=O)(C)(C)C.[H-].[H-].[H-].[H-].[Li+].[Al+3], predict the reaction product. The product is: [CH3:17][Si:14]([CH3:15])([CH3:16])[C:13]#[C:12][CH2:11][C:8]1([CH2:6][OH:5])[CH2:10][CH2:9]1. (7) Given the reactants [Br:1][C:2]1[CH:7]=[C:6]([S:8]([CH3:11])(=[O:10])=[O:9])[CH:5]=[CH:4][C:3]=1F.[O:13]1[CH2:17][CH2:16][CH:15]([NH2:18])[CH2:14]1.C([O-])([O-])=O.[K+].[K+].O, predict the reaction product. The product is: [Br:1][C:2]1[CH:7]=[C:6]([S:8]([CH3:11])(=[O:10])=[O:9])[CH:5]=[CH:4][C:3]=1[NH:18][CH:15]1[CH2:16][CH2:17][O:13][CH2:14]1. (8) Given the reactants [CH:1]([C:4]1[CH:13]=[C:12]2[C:7]([C:8](=O)[NH:9][CH:10]=[N:11]2)=[CH:6][CH:5]=1)([CH3:3])[CH3:2].P(Cl)(Cl)([Cl:17])=O, predict the reaction product. The product is: [Cl:17][C:8]1[C:7]2[C:12](=[CH:13][C:4]([CH:1]([CH3:3])[CH3:2])=[CH:5][CH:6]=2)[N:11]=[CH:10][N:9]=1. (9) Given the reactants [CH3:1][C:2]1[CH:7]=[CH:6][C:5]([C:8]2[N:17]=[C:16]([C:18]([OH:20])=O)[C:15]3[C:10](=[CH:11][CH:12]=[CH:13][CH:14]=3)[N:9]=2)=[CH:4][CH:3]=1.Cl.[OH:22][C:23]1[C:32]([CH3:33])=[CH:31][CH:30]=[C:29]2[C:24]=1[CH2:25][CH2:26][NH:27][CH2:28]2, predict the reaction product. The product is: [CH3:1][C:2]1[CH:3]=[CH:4][C:5]([C:8]2[N:17]=[C:16]([C:18]([N:27]3[CH2:26][CH2:25][C:24]4[C:29](=[CH:30][CH:31]=[C:32]([CH3:33])[C:23]=4[OH:22])[CH2:28]3)=[O:20])[C:15]3[C:10](=[CH:11][CH:12]=[CH:13][CH:14]=3)[N:9]=2)=[CH:6][CH:7]=1.